Dataset: Catalyst prediction with 721,799 reactions and 888 catalyst types from USPTO. Task: Predict which catalyst facilitates the given reaction. (1) Reactant: [C:1]1([CH2:7][NH:8][CH2:9][CH:10]2[O:19][C:14]3=[N:15][CH:16]=[CH:17][CH:18]=[C:13]3[O:12][CH2:11]2)[CH:6]=[CH:5][CH:4]=[CH:3][CH:2]=1.[O:20]1[CH2:22][CH:21]1[CH2:23][N:24]1[CH2:28][C:27](=[O:29])[NH:26][C:25]1=[O:30]. Product: [O:12]1[C:13]2[C:14](=[N:15][CH:16]=[CH:17][CH:18]=2)[O:19][CH:10]([CH2:9][N:8]([CH2:7][C:1]2[CH:2]=[CH:3][CH:4]=[CH:5][CH:6]=2)[CH2:22][CH:21]([OH:20])[CH2:23][N:24]2[CH2:28][C:27](=[O:29])[NH:26][C:25]2=[O:30])[CH2:11]1. The catalyst class is: 5. (2) Reactant: [CH3:1][C:2]1[N:7]2[N:8]=[C:9]([CH:11]3[CH2:13][CH:12]3[C:14](Cl)=[O:15])[N:10]=[C:6]2[C:5]([CH3:17])=[N:4][CH:3]=1.[CH3:18][Si](C=[N+]=[N-])(C)C.CCCCCC.[BrH:31].C(O)(=O)C.C(=O)(O)[O-].[Na+]. Product: [Br:31][CH2:18][C:14]([CH:12]1[CH2:13][CH:11]1[C:9]1[N:10]=[C:6]2[C:5]([CH3:17])=[N:4][CH:3]=[C:2]([CH3:1])[N:7]2[N:8]=1)=[O:15]. The catalyst class is: 2.